From a dataset of Catalyst prediction with 721,799 reactions and 888 catalyst types from USPTO. Predict which catalyst facilitates the given reaction. Product: [CH3:20][C:3]1[CH:4]=[C:5]([O:6][CH2:7][CH2:8][CH2:9][O:10][CH:11]2[CH2:16][CH2:15][CH2:14][CH2:13][O:12]2)[CH:17]=[C:18]([CH3:19])[C:2]=1[SiH:33]([CH:37]([CH3:39])[CH3:38])[CH:34]([CH3:36])[CH3:35]. The catalyst class is: 1. Reactant: Br[C:2]1[C:18]([CH3:19])=[CH:17][C:5]([O:6][CH2:7][CH2:8][CH2:9][O:10][CH:11]2[CH2:16][CH2:15][CH2:14][CH2:13][O:12]2)=[CH:4][C:3]=1[CH3:20].CC(C)=O.C(=O)=O.C([Li])CCC.[SiH:33](Cl)([CH:37]([CH3:39])[CH3:38])[CH:34]([CH3:36])[CH3:35].C([O-])(O)=O.[Na+].